From a dataset of Full USPTO retrosynthesis dataset with 1.9M reactions from patents (1976-2016). Predict the reactants needed to synthesize the given product. (1) Given the product [CH3:21][O:20][C:16]1[CH:15]=[C:14]([CH:19]=[CH:18][CH:17]=1)[CH2:13][NH:12][C:11]([C:9]1[N:8]=[CH:7][N:6]=[C:5]([C:3]([OH:4])=[O:2])[CH:10]=1)=[O:22], predict the reactants needed to synthesize it. The reactants are: C[O:2][C:3]([C:5]1[CH:10]=[C:9]([C:11](=[O:22])[NH:12][CH2:13][C:14]2[CH:19]=[CH:18][CH:17]=[C:16]([O:20][CH3:21])[CH:15]=2)[N:8]=[CH:7][N:6]=1)=[O:4].O1CCCC1.[OH-].[K+].Cl. (2) Given the product [NH2:22][CH2:21][CH2:20][C:19]([C:14]1[CH:15]=[CH:16][C:17]([Cl:18])=[C:12]([Cl:11])[CH:13]=1)([OH:33])[CH2:23][O:24][C:25]1[CH:30]=[CH:29][C:28]([O:31][CH3:32])=[CH:27][CH:26]=1, predict the reactants needed to synthesize it. The reactants are: [H-].[Al+3].[Li+].[H-].[H-].[H-].[Cl-].[Al+3].[Cl-].[Cl-].[Cl:11][C:12]1[CH:13]=[C:14]([C:19]([OH:33])([CH2:23][O:24][C:25]2[CH:30]=[CH:29][C:28]([O:31][CH3:32])=[CH:27][CH:26]=2)[CH2:20][C:21]#[N:22])[CH:15]=[CH:16][C:17]=1[Cl:18]. (3) Given the product [Br:16][CH2:1][C:2]1[O:6][C:5]([C:7]2[CH:8]=[CH:9][C:10]([N+:13]([O-:15])=[O:14])=[CH:11][CH:12]=2)=[N:4][CH:3]=1, predict the reactants needed to synthesize it. The reactants are: [CH3:1][C:2]1[O:6][C:5]([C:7]2[CH:12]=[CH:11][C:10]([N+:13]([O-:15])=[O:14])=[CH:9][CH:8]=2)=[N:4][CH:3]=1.[Br:16]NC(=O)CCC(N)=O. (4) Given the product [F:1][C:2]1[CH:3]=[CH:4][C:5]([N:8]2[C:16]3[CH:15]=[C:14]4[CH2:17][CH2:18][C@H:19]5[C:24]([C@@:13]4([CH3:30])[CH2:12][C:11]=3[CH:10]=[N:9]2)=[CH:23][CH2:22][C@@H:21]([C:25]([F:27])([F:26])[F:28])[C@@H:20]5[NH:29][C:36](=[O:37])[C:35]2[CH:39]=[CH:40][C:32]([F:31])=[CH:33][CH:34]=2)=[CH:6][CH:7]=1, predict the reactants needed to synthesize it. The reactants are: [F:1][C:2]1[CH:7]=[CH:6][C:5]([N:8]2[C:16]3[CH:15]=[C:14]4[CH2:17][CH2:18][C@H:19]5[C:24]([C@@:13]4([CH3:30])[CH2:12][C:11]=3[CH:10]=[N:9]2)=[CH:23][CH2:22][C@@H:21]([C:25]([F:28])([F:27])[F:26])[C@@H:20]5[NH2:29])=[CH:4][CH:3]=1.[F:31][C:32]1[CH:40]=[CH:39][C:35]([C:36](Cl)=[O:37])=[CH:34][CH:33]=1.